Predict the product of the given reaction. From a dataset of Forward reaction prediction with 1.9M reactions from USPTO patents (1976-2016). Given the reactants [Br:1]Br.[CH3:3][O:4][C:5]1[CH:6]=[C:7]([CH:11]=[C:12]([O:16][CH3:17])[C:13]=1[O:14][CH3:15])[C:8]([OH:10])=[O:9], predict the reaction product. The product is: [Br:1][C:11]1[C:12]([O:16][CH3:17])=[C:13]([O:14][CH3:15])[C:5]([O:4][CH3:3])=[CH:6][C:7]=1[C:8]([OH:10])=[O:9].